The task is: Predict the reactants needed to synthesize the given product.. This data is from Full USPTO retrosynthesis dataset with 1.9M reactions from patents (1976-2016). Given the product [CH:15]1([CH2:14][N:6]2[C:5]3[CH:18]=[CH:19][C:2]([S:29][CH2:30][C:31]([O:33][CH3:34])=[O:32])=[CH:3][C:4]=3[N:8]=[C:7]2[CH2:9][C:10]([CH3:13])([CH3:12])[CH3:11])[CH2:17][CH2:16]1, predict the reactants needed to synthesize it. The reactants are: Br[C:2]1[CH:19]=[CH:18][C:5]2[N:6]([CH2:14][CH:15]3[CH2:17][CH2:16]3)[C:7]([CH2:9][C:10]([CH3:13])([CH3:12])[CH3:11])=[N:8][C:4]=2[CH:3]=1.CCN(C(C)C)C(C)C.[SH:29][CH2:30][C:31]([O:33][CH3:34])=[O:32].